Dataset: Forward reaction prediction with 1.9M reactions from USPTO patents (1976-2016). Task: Predict the product of the given reaction. (1) Given the reactants [C:1]1([N:7]=[C:8]=[S:9])[CH:6]=[CH:5][CH:4]=[CH:3][CH:2]=1.[CH2:10]([N:17]1[C:21]2([CH2:26][CH2:25][NH:24][CH2:23][CH2:22]2)[NH:20][CH:19]([CH2:27][C:28]2[CH:33]=[CH:32][CH:31]=[CH:30][CH:29]=2)[C:18]1=[O:34])[C:11]1[CH:16]=[CH:15][CH:14]=[CH:13][CH:12]=1, predict the reaction product. The product is: [C:1]1([NH:7][C:8]([N:24]2[CH2:25][CH2:26][C:21]3([N:17]([CH2:10][C:11]4[CH:16]=[CH:15][CH:14]=[CH:13][CH:12]=4)[C:18](=[O:34])[CH:19]([CH2:27][C:28]4[CH:33]=[CH:32][CH:31]=[CH:30][CH:29]=4)[NH:20]3)[CH2:22][CH2:23]2)=[S:9])[CH:6]=[CH:5][CH:4]=[CH:3][CH:2]=1. (2) Given the reactants C(OC(=O)[NH:7][C@@H:8]1[CH2:13][CH2:12][CH2:11][N:10]([C:14]2[N:22]([CH2:23][CH:24]=[C:25]([CH3:27])[CH3:26])[C:21]3[C:20](=[O:28])[N:19]([CH2:29][C:30]([C:32]4[CH:37]=[CH:36][CH:35]=[C:34]([O:38][CH3:39])[CH:33]=4)=[O:31])[CH:18]=[N:17][C:16]=3[C:15]=2[C:40](=[O:42])[NH2:41])[CH2:9]1)(C)(C)C.C(O)(C(F)(F)F)=O, predict the reaction product. The product is: [NH2:7][C@@H:8]1[CH2:13][CH2:12][CH2:11][N:10]([C:14]2[N:22]([CH2:23][CH:24]=[C:25]([CH3:26])[CH3:27])[C:21]3[C:20](=[O:28])[N:19]([CH2:29][C:30]([C:32]4[CH:37]=[CH:36][CH:35]=[C:34]([O:38][CH3:39])[CH:33]=4)=[O:31])[CH:18]=[N:17][C:16]=3[C:15]=2[C:40]([NH2:41])=[O:42])[CH2:9]1.